Dataset: Peptide-MHC class I binding affinity with 185,985 pairs from IEDB/IMGT. Task: Regression. Given a peptide amino acid sequence and an MHC pseudo amino acid sequence, predict their binding affinity value. This is MHC class I binding data. (1) The peptide sequence is LGKSEFQIY. The MHC is HLA-A30:02 with pseudo-sequence HLA-A30:02. The binding affinity (normalized) is 0. (2) The peptide sequence is ANFSVIFDR. The binding affinity (normalized) is 0.539. The MHC is HLA-A11:01 with pseudo-sequence HLA-A11:01. (3) The peptide sequence is STLNFNNLR. The binding affinity (normalized) is 0. The MHC is HLA-A02:01 with pseudo-sequence HLA-A02:01. (4) The peptide sequence is NEKNLEFDTW. The MHC is Mamu-B17 with pseudo-sequence Mamu-B17. The binding affinity (normalized) is 0.496. (5) The peptide sequence is LSDDAVVCY. The MHC is HLA-A23:01 with pseudo-sequence HLA-A23:01. The binding affinity (normalized) is 0. (6) The peptide sequence is FPGCSFSIF. The MHC is HLA-B35:01 with pseudo-sequence HLA-B35:01. The binding affinity (normalized) is 0.957. (7) The peptide sequence is HEKGINPNY. The MHC is HLA-A69:01 with pseudo-sequence HLA-A69:01. The binding affinity (normalized) is 0.0847.